This data is from Reaction yield outcomes from USPTO patents with 853,638 reactions. The task is: Predict the reaction yield, written as a fraction of the theoretical maximum amount of product (1.0 means a 100% yield; for example, 0.34 means a 34% yield). (1) The reactants are C[O:2][C:3](=O)[C:4]1[CH:9]=[CH:8][C:7]([Br:10])=[CH:6][CH:5]=1.O.[NH2:13][NH2:14]. The catalyst is C(O)C. The product is [Br:10][C:7]1[CH:8]=[CH:9][C:4]([C:3]([NH:13][NH2:14])=[O:2])=[CH:5][CH:6]=1. The yield is 0.670. (2) The reactants are CS(O[CH2:6][CH2:7][CH:8]([NH:16][C:17]([O:19][C:20]([CH3:23])([CH3:22])[CH3:21])=[O:18])[C:9]1[CH:14]=[CH:13][C:12]([Cl:15])=[CH:11][CH:10]=1)(=O)=O.C1COCC1.[CH3:29][NH:30][CH3:31]. The catalyst is [I-].C([N+](CCCC)(CCCC)CCCC)CCC. The product is [Cl:15][C:12]1[CH:13]=[CH:14][C:9]([CH:8]([NH:16][C:17](=[O:18])[O:19][C:20]([CH3:23])([CH3:22])[CH3:21])[CH2:7][CH2:6][N:30]([CH3:31])[CH3:29])=[CH:10][CH:11]=1. The yield is 0.840. (3) The reactants are [CH:1]1([N:6]2[C:10]3[N:11]=[C:12]([NH2:15])[N:13]=[CH:14][C:9]=3[C:8]3[CH:16]=[CH:17][N:18]=[CH:19][C:7]2=3)[CH2:5][CH2:4][CH2:3][CH2:2]1.Cl[C:21]1[N:22]=[N:23][C:24]([N:27]2[CH2:32][CH:31]=[CH:30][CH2:29][CH2:28]2)=[CH:25][CH:26]=1. No catalyst specified. The product is [CH:1]1([N:6]2[C:10]3[N:11]=[C:12]([NH:15][C:21]4[N:22]=[N:23][C:24]([N:27]5[CH2:28][CH:29]=[CH:30][CH2:31][CH2:32]5)=[CH:25][CH:26]=4)[N:13]=[CH:14][C:9]=3[C:8]3[CH:16]=[CH:17][N:18]=[CH:19][C:7]2=3)[CH2:2][CH2:3][CH2:4][CH2:5]1. The yield is 0.200. (4) The reactants are Br[C:2]1[C:10]2[C:9]([NH:11][C@H:12]([C:14]3[N:19]([C:20]4[CH:25]=[CH:24][CH:23]=[CH:22][CH:21]=4)[C:18](=[O:26])[C:17]4=[C:27]([CH3:30])[CH:28]=[CH:29][N:16]4[N:15]=3)[CH3:13])=[N:8][CH:7]=[N:6][C:5]=2[N:4]([CH2:31][O:32][CH2:33][CH2:34][Si:35]([CH3:38])([CH3:37])[CH3:36])[CH:3]=1.[CH3:39][O:40][C:41]1[C:46]([NH2:47])=[CH:45][C:44](B2OC(C)(C)C(C)(C)O2)=[CH:43][N:42]=1.C(=O)([O-])[O-].[Na+].[Na+]. The catalyst is Cl[Pd](Cl)([P](C1C=CC=CC=1)(C1C=CC=CC=1)C1C=CC=CC=1)[P](C1C=CC=CC=1)(C1C=CC=CC=1)C1C=CC=CC=1. The product is [NH2:47][C:46]1[CH:45]=[C:44]([C:2]2[C:10]3[C:9]([NH:11][C@H:12]([C:14]4[N:19]([C:20]5[CH:25]=[CH:24][CH:23]=[CH:22][CH:21]=5)[C:18](=[O:26])[C:17]5=[C:27]([CH3:30])[CH:28]=[CH:29][N:16]5[N:15]=4)[CH3:13])=[N:8][CH:7]=[N:6][C:5]=3[N:4]([CH2:31][O:32][CH2:33][CH2:34][Si:35]([CH3:38])([CH3:37])[CH3:36])[CH:3]=2)[CH:43]=[N:42][C:41]=1[O:40][CH3:39]. The yield is 0.590. (5) The reactants are Br[C:2]1[CH:19]=[C:18]2[C:5]([CH2:6][CH2:7][CH2:8][C@@:9]32[C:14]([F:16])([F:15])[CH2:13][O:12][C:11]([NH2:17])=[N:10]3)=[CH:4][CH:3]=1.CC1(C)C(C)(C)OB([C:28]2[CH:29]=[N:30][CH:31]=[C:32]([CH:35]=2)[C:33]#[N:34])O1. No catalyst specified. The product is [NH2:17][C:11]1[O:12][CH2:13][C:14]([F:16])([F:15])[C@@:9]2([C:18]3[C:5](=[CH:4][CH:3]=[C:2]([C:28]4[CH:29]=[N:30][CH:31]=[C:32]([CH:35]=4)[C:33]#[N:34])[CH:19]=3)[CH2:6][CH2:7][CH2:8]2)[N:10]=1. The yield is 0.720. (6) The reactants are [Cl:1][C:2]1[C:7]([C:8]([F:11])([F:10])[F:9])=[CH:6][N:5]=[C:4]2[NH:12][CH:13]=[C:14]([NH:15][C:16](=[O:23])[C:17]3[CH:22]=[CH:21][CH:20]=[CH:19][N:18]=3)[C:3]=12.[NH:24]1[CH2:29][CH2:28][CH2:27][C@@H:26]([NH:30]C(=O)OC(C)(C)C)[CH2:25]1.CCN(C(C)C)C(C)C.C(O)(C(F)(F)F)=O. The catalyst is CN1C(=O)CCC1.C(Cl)Cl.C(OCC)(=O)C. The product is [ClH:1].[NH2:30][C@@H:26]1[CH2:27][CH2:28][CH2:29][N:24]([C:2]2[C:7]([C:8]([F:11])([F:10])[F:9])=[CH:6][N:5]=[C:4]3[NH:12][CH:13]=[C:14]([NH:15][C:16](=[O:23])[C:17]4[CH:22]=[CH:21][CH:20]=[CH:19][N:18]=4)[C:3]=23)[CH2:25]1. The yield is 0.470. (7) The reactants are C(N(CC)CC)C.Br[CH2:9][C:10]([O:12][CH2:13][CH3:14])=[O:11].[F:15][CH:16]([F:35])[C:17]1[N:18]([C:23]2[C:32]3[C:27](=[CH:28][CH:29]=[CH:30][CH:31]=3)[C:26]([CH2:33][CH3:34])=[CH:25][CH:24]=2)[C:19]([SH:22])=[N:20][N:21]=1. The catalyst is ClCCl. The product is [F:35][CH:16]([F:15])[C:17]1[N:18]([C:23]2[C:32]3[C:27](=[CH:28][CH:29]=[CH:30][CH:31]=3)[C:26]([CH2:33][CH3:34])=[CH:25][CH:24]=2)[C:19]([S:22][CH2:9][C:10]([O:12][CH2:13][CH3:14])=[O:11])=[N:20][N:21]=1. The yield is 0.960. (8) The reactants are [NH2:1][CH:2]([C:7]1[CH:12]=[CH:11][C:10]([O:13][C:14]([F:17])([F:16])[F:15])=[CH:9][CH:8]=1)[C:3](OC)=[O:4].[NH3:18]. No catalyst specified. The product is [NH2:1][CH:2]([C:7]1[CH:12]=[CH:11][C:10]([O:13][C:14]([F:17])([F:16])[F:15])=[CH:9][CH:8]=1)[C:3]([NH2:18])=[O:4]. The yield is 0.790. (9) The reactants are Cl[CH:2]([CH3:17])[C:3]([C:5]1[C:6]([CH:14]([CH3:16])[CH3:15])=[N:7][N:8]2[CH:13]=[CH:12][CH:11]=[CH:10][C:9]=12)=[O:4].[C:18]([O-:21])(=[O:20])[CH3:19].[K+].C(OCC)(=O)C.O. The catalyst is CN(C=O)C. The product is [C:18]([O:21][CH:2]([CH3:17])[C:3]([C:5]1[C:6]([CH:14]([CH3:16])[CH3:15])=[N:7][N:8]2[CH:13]=[CH:12][CH:11]=[CH:10][C:9]=12)=[O:4])(=[O:20])[CH3:19]. The yield is 0.860. (10) The reactants are [CH:1]1([NH2:5])[CH2:4][CH2:3][CH2:2]1.C1C=NC2N(O)N=NC=2C=1.[CH2:16]([CH:18]([N:21]1[C:25]2[CH:26]=[CH:27][C:28]([C:30]([NH:32][C@@H:33]([CH2:37][CH:38]([CH3:40])[CH3:39])[C:34](O)=[O:35])=[O:31])=[CH:29][C:24]=2[N:23]=[C:22]1[CH2:41][C:42]1[S:43][CH:44]=[CH:45][CH:46]=1)[CH2:19][CH3:20])[CH3:17].CCN(C(C)C)C(C)C.C1CN([P+](Br)(N2CCCC2)N2CCCC2)CC1.F[P-](F)(F)(F)(F)F. The catalyst is CN(C=O)C. The product is [CH:1]1([NH:5][C:34]([C@@H:33]([NH:32][C:30]([C:28]2[CH:27]=[CH:26][C:25]3[N:21]([CH:18]([CH2:19][CH3:20])[CH2:16][CH3:17])[C:22]([CH2:41][C:42]4[S:43][CH:44]=[CH:45][CH:46]=4)=[N:23][C:24]=3[CH:29]=2)=[O:31])[CH2:37][CH:38]([CH3:39])[CH3:40])=[O:35])[CH2:4][CH2:3][CH2:2]1. The yield is 0.740.